Dataset: Full USPTO retrosynthesis dataset with 1.9M reactions from patents (1976-2016). Task: Predict the reactants needed to synthesize the given product. Given the product [C@@H:7]1([C:2]([OH:1])=[O:15])[CH2:6][CH2:5][CH2:4][C@@H:3]1[C:8]([OH:10])=[O:9], predict the reactants needed to synthesize it. The reactants are: [O:1]=[C:2]1[CH2:7][CH2:6][CH2:5][CH2:4][CH:3]1[C:8]([O:10]CC)=[O:9].BrBr.[OH-:15].[K+].